From a dataset of Forward reaction prediction with 1.9M reactions from USPTO patents (1976-2016). Predict the product of the given reaction. (1) Given the reactants [F:1][C:2]1[CH:7]=[C:6]([F:8])[CH:5]=[CH:4][C:3]=1[C:9]([F:16])([F:15])[C:10]([O:12]CC)=[O:11].O1CCCC1.O.[OH-].[Li+], predict the reaction product. The product is: [F:1][C:2]1[CH:7]=[C:6]([F:8])[CH:5]=[CH:4][C:3]=1[C:9]([F:16])([F:15])[C:10]([OH:12])=[O:11]. (2) Given the reactants [N:1]1[C:11]2[C:6](=[CH:7][CH:8]=[CH:9][CH:10]=2)[C:4]([CH3:5])=[CH:3][CH:2]=1.[CH2:12]([Br:19])[C:13]1[CH:18]=[CH:17][CH:16]=[CH:15][CH:14]=1, predict the reaction product. The product is: [Br-:19].[CH2:12]([N+:1]1[C:11]2[C:6](=[CH:7][CH:8]=[CH:9][CH:10]=2)[C:4]([CH3:5])=[CH:3][CH:2]=1)[C:13]1[CH:18]=[CH:17][CH:16]=[CH:15][CH:14]=1.